Dataset: Forward reaction prediction with 1.9M reactions from USPTO patents (1976-2016). Task: Predict the product of the given reaction. Given the reactants [F:1][C:2]1[CH:3]=[C:4]([CH:32]=[CH:33][CH:34]=1)[CH2:5][O:6][C:7]1[CH:30]=[CH:29][C:10]([NH:11][C:12]2[C:21]3[C:16](=[CH:17][CH:18]=[C:19]([C:22]4[O:26][C:25]([CH:27]=O)=[CH:24][CH:23]=4)[CH:20]=3)[N:15]=[CH:14][N:13]=2)=[CH:9][C:8]=1[Cl:31].Cl.[NH2:36][CH2:37][CH2:38][NH:39][S:40]([CH3:43])(=[O:42])=[O:41].[BH4-].[Na+].C(=O)(O)[O-].[Na+], predict the reaction product. The product is: [F:1][C:2]1[CH:3]=[C:4]([CH:32]=[CH:33][CH:34]=1)[CH2:5][O:6][C:7]1[CH:30]=[CH:29][C:10]([NH:11][C:12]2[C:21]3[C:16](=[CH:17][CH:18]=[C:19]([C:22]4[O:26][C:25]([CH2:27][NH:36][CH2:37][CH2:38][NH:39][S:40]([CH3:43])(=[O:42])=[O:41])=[CH:24][CH:23]=4)[CH:20]=3)[N:15]=[CH:14][N:13]=2)=[CH:9][C:8]=1[Cl:31].